This data is from hERG Central: cardiac toxicity at 1µM, 10µM, and general inhibition. The task is: Predict hERG channel inhibition at various concentrations. (1) The molecule is CN(Cc1ccccn1)C(=O)C1CCC(=O)N(CCc2ccc(Cl)cc2)C1. Results: hERG_inhib (hERG inhibition (general)): blocker. (2) The compound is COc1ccc(-c2cc3nc(C)c(CCC(=O)NCc4ccc(F)cc4)c(C)n3n2)c(OC)c1. Results: hERG_inhib (hERG inhibition (general)): blocker. (3) The molecule is COc1ccc(C(=O)Nc2nc3ccccc3[nH]2)cc1S(=O)(=O)N1CCOCC1. Results: hERG_inhib (hERG inhibition (general)): blocker. (4) The drug is COc1cccc(NC(=O)CSc2nnc(-c3ccco3)c(-c3ccco3)n2)c1. Results: hERG_inhib (hERG inhibition (general)): blocker.